Dataset: Full USPTO retrosynthesis dataset with 1.9M reactions from patents (1976-2016). Task: Predict the reactants needed to synthesize the given product. (1) Given the product [Cl:2][C:3]1[C:4]([F:28])=[C:5]([CH:25]=[CH:26][CH:27]=1)[NH:6][C:7]1[C:16]2[C:11](=[CH:12][C:13]([O:23][CH3:24])=[C:14]([O:17][C@@H:18]3[CH2:22][CH2:21][N:20]([C:33](=[O:32])[CH2:34][OH:35])[CH2:19]3)[CH:15]=2)[N:10]=[CH:9][N:8]=1, predict the reactants needed to synthesize it. The reactants are: Cl.[Cl:2][C:3]1[C:4]([F:28])=[C:5]([CH:25]=[CH:26][CH:27]=1)[NH:6][C:7]1[C:16]2[C:11](=[CH:12][C:13]([O:23][CH3:24])=[C:14]([O:17][C@@H:18]3[CH2:22][CH2:21][NH:20][CH2:19]3)[CH:15]=2)[N:10]=[CH:9][N:8]=1.C([O:32][CH2:33][C:34](Cl)=[O:35])(=O)C. (2) Given the product [OH:40][CH2:39][C@H:34]1[CH2:35][CH2:36][C:37](=[O:38])[N:33]1[CH2:32]/[CH:31]=[CH:30]\[C:28]1[S:29][C:25]([C:23]([O:22][CH3:21])=[O:24])=[CH:26][CH:27]=1, predict the reactants needed to synthesize it. The reactants are: OC[C@H]1CCC(=O)N1CCC1C=CC(C(OC)=O)=CC=1.[CH3:21][O:22][C:23]([C:25]1[S:29][C:28](/[CH:30]=[CH:31]\[CH2:32][N:33]2[C:37](=[O:38])[CH2:36][CH2:35][C@@H:34]2[C:39](O)=[O:40])=[CH:27][CH:26]=1)=[O:24]. (3) Given the product [O:24]1[C:25]2[C:26](=[N:27][CH:28]=[CH:29][CH:30]=2)[O:31][C@@H:22]([C:19]2[CH:18]=[CH:17][C:16]([CH2:15][N:13]3[CH2:12][CH2:11][N:10]4[C:6]([C:4]([NH2:32])=[O:3])=[N:7][N:8]=[C:9]4[CH2:14]3)=[CH:21][CH:20]=2)[CH2:23]1, predict the reactants needed to synthesize it. The reactants are: C([O:3][C:4]([C:6]1[N:10]2[CH2:11][CH2:12][N:13]([CH2:15][C:16]3[CH:21]=[CH:20][C:19]([C@@H:22]4[O:31][C:26]5=[N:27][CH:28]=[CH:29][CH:30]=[C:25]5[O:24][CH2:23]4)=[CH:18][CH:17]=3)[CH2:14][C:9]2=[N:8][N:7]=1)=O)C.[NH3:32].CO. (4) Given the product [Cl:1][C:2]1[CH:7]=[CH:6][C:5]([C:8]2([C:11]([N:13]3[CH2:17][CH2:16][C@@H:15]([C:18]4[CH:23]=[CH:22][N+:21]([O-:35])=[CH:20][CH:19]=4)[CH2:14]3)=[O:12])[CH2:9][CH2:10]2)=[CH:4][CH:3]=1, predict the reactants needed to synthesize it. The reactants are: [Cl:1][C:2]1[CH:7]=[CH:6][C:5]([C:8]2([C:11]([N:13]3[CH2:17][CH2:16][C@@H:15]([C:18]4[CH:23]=[CH:22][N:21]=[CH:20][CH:19]=4)[CH2:14]3)=[O:12])[CH2:10][CH2:9]2)=[CH:4][CH:3]=1.ClCCl.ClC1C=CC=C(C(OO)=[O:35])C=1. (5) Given the product [F:1][C:2]1[CH:8]=[C:7]([F:9])[CH:6]=[CH:5][C:3]=1[NH:4][CH2:11][C:12]1[CH:20]=[CH:19][C:16]([O:17][CH3:18])=[C:14]([OH:15])[CH:13]=1, predict the reactants needed to synthesize it. The reactants are: [F:1][C:2]1[CH:8]=[C:7]([F:9])[CH:6]=[CH:5][C:3]=1[NH2:4].O=[CH:11][C:12]1[CH:20]=[CH:19][C:16]([O:17][CH3:18])=[C:14]([OH:15])[CH:13]=1. (6) The reactants are: [CH2:1]([O:8][C:9]1[CH:18]=[CH:17][C:12]([C:13]([O:15]C)=[O:14])=[CH:11][C:10]=1[CH2:19][CH2:20][CH3:21])[C:2]1[CH:7]=[CH:6][CH:5]=[CH:4][CH:3]=1.[OH-].[Na+]. Given the product [CH2:1]([O:8][C:9]1[CH:18]=[CH:17][C:12]([C:13]([OH:15])=[O:14])=[CH:11][C:10]=1[CH2:19][CH2:20][CH3:21])[C:2]1[CH:3]=[CH:4][CH:5]=[CH:6][CH:7]=1, predict the reactants needed to synthesize it. (7) Given the product [CH3:21][O:22][C:23](=[O:38])[C:24]([C:31]([O:33][C:34]([CH3:36])([CH3:35])[CH3:37])=[O:32])=[CH:19][C:4]1[CH:3]=[C:2]([CH3:1])[C:10]2[C:6](=[CH:7][N:8]([CH2:11][O:12][CH2:13][CH2:14][Si:15]([CH3:16])([CH3:17])[CH3:18])[N:9]=2)[CH:5]=1, predict the reactants needed to synthesize it. The reactants are: [CH3:1][C:2]1[C:10]2[C:6](=[CH:7][N:8]([CH2:11][O:12][CH2:13][CH2:14][Si:15]([CH3:18])([CH3:17])[CH3:16])[N:9]=2)[CH:5]=[C:4]([CH:19]=O)[CH:3]=1.[CH3:21][O:22][C:23](=[O:38])[CH:24]([C:31]([O:33][C:34]([CH3:37])([CH3:36])[CH3:35])=[O:32])P(OC)(OC)=O.CN(C)C(=N)N(C)C.